Task: Predict the reaction yield, written as a fraction of the theoretical maximum amount of product (1.0 means a 100% yield; for example, 0.34 means a 34% yield).. Dataset: Reaction yield outcomes from USPTO patents with 853,638 reactions (1) The reactants are [C:1]([NH:8][C@H:9]([C:11]([OH:13])=O)[CH3:10])([O:3][C:4]([CH3:7])([CH3:6])[CH3:5])=[O:2].CN(C(ON1N=NC2C=CC=NC1=2)=[N+](C)C)C.F[P-](F)(F)(F)(F)F.CCN(C(C)C)C(C)C.[CH3:47][O:48][C:49](=[O:63])[C@H:50]([NH:53][CH2:54][C:55]1[CH:60]=[CH:59][C:58]([O:61][CH3:62])=[CH:57][CH:56]=1)[CH2:51][CH3:52]. The catalyst is CN(C=O)C.O. The product is [CH3:47][O:48][C:49](=[O:63])[C@H:50]([N:53]([C:11](=[O:13])[C@@H:9]([NH:8][C:1]([O:3][C:4]([CH3:5])([CH3:6])[CH3:7])=[O:2])[CH3:10])[CH2:54][C:55]1[CH:60]=[CH:59][C:58]([O:61][CH3:62])=[CH:57][CH:56]=1)[CH2:51][CH3:52]. The yield is 0.880. (2) The reactants are CC(OP(C1C=CC(N)=CC=1)(=O)OC(C)C)C.[CH3:18][CH:19]([O:21][P:22]([C:28]1[CH:33]=[CH:32][CH:31]=[C:30]([N+:34]([O-])=O)[CH:29]=1)(=[O:27])[O:23][CH:24]([CH3:26])[CH3:25])[CH3:20]. No catalyst specified. The product is [CH3:26][CH:24]([O:23][P:22]([C:28]1[CH:33]=[CH:32][CH:31]=[C:30]([NH2:34])[CH:29]=1)(=[O:27])[O:21][CH:19]([CH3:18])[CH3:20])[CH3:25]. The yield is 0.450. (3) The reactants are [NH2:1][C@@H:2]1[CH2:7][O:6][C:5]([CH3:9])([CH3:8])[CH2:4][C@H:3]1[OH:10].C(N(CC)CC)C.O=C1CCC(=O)N1[C:25]([O:27][CH2:28][CH2:29][Si:30]([CH3:33])([CH3:32])[CH3:31])=[O:26]. The catalyst is O1CCOCC1.O.C(OCC)(=O)C. The product is [OH:10][C@@H:3]1[CH2:4][C:5]([CH3:9])([CH3:8])[O:6][CH2:7][C@H:2]1[NH:1][C:25](=[O:26])[O:27][CH2:28][CH2:29][Si:30]([CH3:33])([CH3:32])[CH3:31]. The yield is 0.520. (4) The reactants are [Cl:1][C:2]1[CH:7]=[CH:6][CH:5]=[CH:4][C:3]=1[CH2:8][OH:9].[Br:10][C:11]1[CH:16]=[CH:15][CH:14]=[CH:13][N:12]=1. The catalyst is C1(C)C=CC=CC=1.[O-2].[Mn+4].[O-2]. The product is [Br:10][C:11]1[C:16]([C:8]([C:3]2[CH:4]=[CH:5][CH:6]=[CH:7][C:2]=2[Cl:1])=[O:9])=[CH:15][CH:14]=[CH:13][N:12]=1. The yield is 0.800. (5) The reactants are [Br:1][C:2]1[CH:3]=[C:4]([N+:13]([O-:15])=[O:14])[C:5]([CH3:12])=[C:6]([CH:11]=1)[C:7]([O:9][CH3:10])=[O:8].COC(OC)N(C)C. The catalyst is CN(C)C=O. The product is [Br:1][C:2]1[CH:11]=[C:6]2[C:5]([CH:12]=[CH:10][O:9][C:7]2=[O:8])=[C:4]([N+:13]([O-:15])=[O:14])[CH:3]=1. The yield is 0.320. (6) The reactants are [Cl:1][C:2]1[CH:10]=[C:9](I)[C:5]2[O:6][CH2:7][O:8][C:4]=2[C:3]=1[NH:12][C:13]1[C:22]2[C:17](=[CH:18][C:19]([O:25][CH2:26][CH2:27][CH2:28][N:29]3[CH2:34][CH2:33][O:32][CH2:31][CH2:30]3)=[C:20]([O:23][CH3:24])[CH:21]=2)[N:16]=[CH:15][N:14]=1.[CH3:35][N:36]([CH3:44])[C:37]([N:39]([CH3:43])[CH2:40][C:41]#[CH:42])=[O:38].C(NC(C)C)(C)C. The catalyst is C(OCC)(=O)C.[Pd](Cl)Cl.C1(P(C2C=CC=CC=2)C2C=CC=CC=2)C=CC=CC=1.C1(P(C2C=CC=CC=2)C2C=CC=CC=2)C=CC=CC=1.[Cu]I. The product is [Cl:1][C:2]1[CH:10]=[C:9]([C:42]#[C:41][CH2:40][N:39]([CH3:43])[C:37]([N:36]([CH3:44])[CH3:35])=[O:38])[C:5]2[O:6][CH2:7][O:8][C:4]=2[C:3]=1[NH:12][C:13]1[C:22]2[C:17](=[CH:18][C:19]([O:25][CH2:26][CH2:27][CH2:28][N:29]3[CH2:34][CH2:33][O:32][CH2:31][CH2:30]3)=[C:20]([O:23][CH3:24])[CH:21]=2)[N:16]=[CH:15][N:14]=1. The yield is 0.690.